Dataset: Catalyst prediction with 721,799 reactions and 888 catalyst types from USPTO. Task: Predict which catalyst facilitates the given reaction. (1) Reactant: [CH3:1][C:2]1[S:3][CH:4]=[C:5]([CH2:7][CH2:8][CH2:9]OC2CCCCO2)[CH:6]=1.O.C1(C)C=CC(S(O)(=O)=[O:25])=CC=1.C(N(CC)CC)C. Product: [CH3:1][C:2]1[S:3][CH:4]=[C:5]([CH:7]([OH:25])[CH2:8][CH3:9])[CH:6]=1. The catalyst class is: 5. (2) Reactant: [CH2:1]([O:3][C:4](=[O:33])[CH2:5][CH2:6][CH2:7][CH2:8][O:9][C:10]1[CH:19]=[CH:18][C:17]2[C:12](=[CH:13][CH:14]=[C:15]([CH:20]=[C:21](S(C3C=CC=CC=3)(=O)=O)[C:22]#[N:23])[CH:16]=2)[CH:11]=1)[CH3:2].[N-:34]=[N+:35]=[N-:36].[Na+]. Product: [CH2:1]([O:3][C:4](=[O:33])[CH2:5][CH2:6][CH2:7][CH2:8][O:9][C:10]1[CH:19]=[CH:18][C:17]2[C:12](=[CH:13][CH:14]=[C:15]([C:20]3[N:34]=[N:35][NH:36][C:21]=3[C:22]#[N:23])[CH:16]=2)[CH:11]=1)[CH3:2]. The catalyst class is: 3. (3) Reactant: Cl.[S:2]1[C:6]([C:7]2([N:17]([CH3:19])[CH3:18])[CH2:16][CH2:15][C:10]3(OCC[O:11]3)[CH2:9][CH2:8]2)=[CH:5][C:4]2[CH:20]=[CH:21][CH:22]=[CH:23][C:3]1=2.Cl.CNC.Cl. Product: [S:2]1[C:6]([C:7]2([N:17]([CH3:18])[CH3:19])[CH2:16][CH2:15][C:10](=[O:11])[CH2:9][CH2:8]2)=[CH:5][C:4]2[CH:20]=[CH:21][CH:22]=[CH:23][C:3]1=2. The catalyst class is: 6. (4) Reactant: [C:1]([N:4]1[C:13]2[C:8](=[CH:9][C:10]([C:14](O)=[O:15])=[CH:11][CH:12]=2)[CH:7]([NH:17][C:18]2[CH:23]=[CH:22][CH:21]=[C:20]([CH3:24])[N:19]=2)[CH:6]([CH3:25])[CH:5]1[CH:26]1[CH2:28][CH2:27]1)(=[O:3])[CH3:2].S(Cl)([Cl:31])=O. Product: [C:1]([N:4]1[C:13]2[C:8](=[CH:9][C:10]([C:14]([Cl:31])=[O:15])=[CH:11][CH:12]=2)[CH:7]([NH:17][C:18]2[CH:23]=[CH:22][CH:21]=[C:20]([CH3:24])[N:19]=2)[CH:6]([CH3:25])[CH:5]1[CH:26]1[CH2:28][CH2:27]1)(=[O:3])[CH3:2]. The catalyst class is: 4. (5) Reactant: [Cl:1][C:2]1[CH:3]=[C:4]([CH:9]=[CH:10][C:11]=1[C:12]1[N:17]=[C:16]2[O:18][C:19]([CH3:31])([CH3:30])[CH2:20][CH:21]([NH:22]C(OC(C)(C)C)=O)[C:15]2=[CH:14][C:13]=1[C:32]1[CH:37]=[CH:36][C:35]([Cl:38])=[CH:34][CH:33]=1)[C:5]([O:7][CH3:8])=[O:6].C(O)(C(F)(F)F)=O. Product: [NH2:22][CH:21]1[C:15]2[C:16](=[N:17][C:12]([C:11]3[CH:10]=[CH:9][C:4]([C:5]([O:7][CH3:8])=[O:6])=[CH:3][C:2]=3[Cl:1])=[C:13]([C:32]3[CH:33]=[CH:34][C:35]([Cl:38])=[CH:36][CH:37]=3)[CH:14]=2)[O:18][C:19]([CH3:31])([CH3:30])[CH2:20]1. The catalyst class is: 2.